This data is from Forward reaction prediction with 1.9M reactions from USPTO patents (1976-2016). The task is: Predict the product of the given reaction. (1) Given the reactants [CH:1]([C:3]1([C:6]2([CH3:11])[O:10][CH2:9][CH2:8][O:7]2)[CH2:5][CH2:4]1)=[CH2:2].B.[O:13]1CCCC1.[OH-].[Na+].OO.S([O-])([O-])(=O)=S.[Na+].[Na+], predict the reaction product. The product is: [CH3:11][C:6]1([C:3]2([CH2:1][CH2:2][OH:13])[CH2:4][CH2:5]2)[O:7][CH2:8][CH2:9][O:10]1. (2) Given the reactants F[C:2](F)(F)[C:3](O)=O.CC(N1[C:16]([C:17]([NH:19][CH2:20][C:21]2[CH:26]=[CH:25][C:24]([C:27]3[CH:28]=[C:29]4[C:33](=[C:34]([C:36]([NH2:38])=[O:37])[CH:35]=3)[NH:32][CH:31]=[C:30]4[CH:39]3[CH2:44][CH2:43][N:42]([S:45]([CH2:48][CH3:49])(=[O:47])=[O:46])[CH2:41][CH2:40]3)=[CH:23][CH:22]=2)=[O:18])=[CH:15][C:14](C)=[N:13]1)(C)C.CC(N1C(C(NCC2C=CC(B(O)O)=CC=2)=O)=CC(C)=N1)(C)C, predict the reaction product. The product is: [CH2:48]([S:45]([N:42]1[CH2:41][CH2:40][CH:39]([C:30]2[C:29]3[C:33](=[C:34]([C:36]([NH2:38])=[O:37])[CH:35]=[C:27]([C:24]4[CH:23]=[CH:22][C:21]([CH2:20][NH:19][C:17]([C:16]5[CH:15]=[CH:14][N:13]=[CH:3][CH:2]=5)=[O:18])=[CH:26][CH:25]=4)[CH:28]=3)[NH:32][CH:31]=2)[CH2:44][CH2:43]1)(=[O:47])=[O:46])[CH3:49]. (3) Given the reactants CCN(C(C)C)C(C)C.CC(O)=O.[N:14]([CH2:17][CH2:18][CH2:19][CH2:20][N:21]1[CH:26]=[CH:25][C:24]([NH:27][C:28](=[O:41])[CH2:29][C:30]2[CH:35]=[CH:34][CH:33]=[C:32]([O:36][C:37]([F:40])([F:39])[F:38])[CH:31]=2)=[N:23][C:22]1=[O:42])=[N+:15]=[N-:16].[C:43]([OH:47])(=[O:46])[C:44]#[CH:45], predict the reaction product. The product is: [O:42]=[C:22]1[N:23]=[C:24]([NH:27][C:28](=[O:41])[CH2:29][C:30]2[CH:35]=[CH:34][CH:33]=[C:32]([O:36][C:37]([F:40])([F:38])[F:39])[CH:31]=2)[CH:25]=[CH:26][N:21]1[CH2:20][CH2:19][CH2:18][CH2:17][N:14]1[CH:45]=[C:44]([C:43]([OH:47])=[O:46])[N:16]=[N:15]1.